Dataset: Peptide-MHC class II binding affinity with 134,281 pairs from IEDB. Task: Regression. Given a peptide amino acid sequence and an MHC pseudo amino acid sequence, predict their binding affinity value. This is MHC class II binding data. (1) The peptide sequence is FPTIPLSRLFDNAML. The MHC is DRB3_0101 with pseudo-sequence DRB3_0101. The binding affinity (normalized) is 0.274. (2) The peptide sequence is VLWDCVSEFTNVPDF. The MHC is DRB1_0101 with pseudo-sequence DRB1_0101. The binding affinity (normalized) is 0.220. (3) The peptide sequence is TALKKAITAMSEAQK. The MHC is HLA-DPA10201-DPB10501 with pseudo-sequence HLA-DPA10201-DPB10501. The binding affinity (normalized) is 0.0199. (4) The peptide sequence is EKKYFAATQFEPLFA. The MHC is HLA-DQA10401-DQB10402 with pseudo-sequence HLA-DQA10401-DQB10402. The binding affinity (normalized) is 0.545.